Dataset: Forward reaction prediction with 1.9M reactions from USPTO patents (1976-2016). Task: Predict the product of the given reaction. (1) Given the reactants [CH2:1]([O:4][C@@H:5]1[CH2:13][C:12]2[C:7](=[CH:8][CH:9]=[CH:10][CH:11]=2)[C@@H:6]1[NH:14][C:15]([C@@H:17]1[CH2:21][CH2:20][CH2:19][N:18]1C(OC(C)(C)C)=O)=[O:16])[C:2]#[CH:3].[ClH:29], predict the reaction product. The product is: [ClH:29].[CH2:1]([O:4][C@@H:5]1[CH2:13][C:12]2[C:7](=[CH:8][CH:9]=[CH:10][CH:11]=2)[C@@H:6]1[NH:14][C:15]([C@@H:17]1[CH2:21][CH2:20][CH2:19][NH:18]1)=[O:16])[C:2]#[CH:3]. (2) Given the reactants [OH-].[Na+].[CH3:3][C:4]1[CH:5]=[CH:6][CH:7]=[C:8]([C:20]([O:22]C)=[O:21])[C:9]=1[C:10]1[CH:15]=[CH:14][C:13]([C:16]([F:19])([F:18])[F:17])=[CH:12][CH:11]=1, predict the reaction product. The product is: [CH3:3][C:4]1[CH:5]=[CH:6][CH:7]=[C:8]([C:20]([OH:22])=[O:21])[C:9]=1[C:10]1[CH:15]=[CH:14][C:13]([C:16]([F:18])([F:19])[F:17])=[CH:12][CH:11]=1. (3) The product is: [Cl:42][C:43]1[CH:44]=[CH:45][C:46]([S:49]([NH:52][C:26](=[O:27])/[C:25](/[CH3:29])=[CH:24]/[C:14]2[CH:15]=[CH:16][C:17]([O:19][CH2:20][CH2:21][O:22][CH3:23])=[CH:18][C:13]=2[O:12][C:3]2[C:2]([Cl:1])=[CH:7][C:6]([C:8]([F:9])([F:11])[F:10])=[CH:5][N:4]=2)(=[O:50])=[O:51])=[CH:47][CH:48]=1. Given the reactants [Cl:1][C:2]1[C:3]([O:12][C:13]2[CH:18]=[C:17]([O:19][CH2:20][CH2:21][O:22][CH3:23])[CH:16]=[CH:15][C:14]=2/[CH:24]=[C:25](\[CH3:29])/[C:26](O)=[O:27])=[N:4][CH:5]=[C:6]([C:8]([F:11])([F:10])[F:9])[CH:7]=1.Cl.C(N=C=NCCCN(C)C)C.[Cl:42][C:43]1[CH:48]=[CH:47][C:46]([S:49]([NH2:52])(=[O:51])=[O:50])=[CH:45][CH:44]=1.Cl, predict the reaction product. (4) The product is: [CH3:58][O:57][N:56]([CH3:55])[C:22]([C:18]1[CH:19]=[C:20]2[C:15](=[CH:16][CH:17]=1)[CH2:14][N:13]([C:11](=[O:12])[C:10]1[CH:25]=[C:26]([CH:37]([CH3:39])[CH3:38])[C:27]([O:29][CH2:30][C:31]3[CH:32]=[CH:33][CH:34]=[CH:35][CH:36]=3)=[CH:28][C:9]=1[O:8][CH2:1][C:49]1[CH:44]=[CH:45][CH:46]=[CH:47][CH:48]=1)[CH2:21]2)=[O:24]. Given the reactants [CH2:1]([O:8][C:9]1[CH:28]=[C:27]([O:29][CH2:30][C:31]2[CH:36]=[CH:35][CH:34]=[CH:33][CH:32]=2)[C:26]([CH:37]([CH3:39])[CH3:38])=[CH:25][C:10]=1[C:11]([N:13]1[CH2:21][C:20]2[C:15](=[CH:16][CH:17]=[C:18]([C:22]([OH:24])=O)[CH:19]=2)[CH2:14]1)=[O:12])C1C=CC=CC=1.C(Cl)CCl.[CH:44]1[CH:45]=[CH:46][C:47]2N(O)N=N[C:48]=2[CH:49]=1.Cl.[CH3:55][NH:56][O:57][CH3:58], predict the reaction product. (5) Given the reactants [Cl:1][C:2]1[CH:3]=[C:4]([C@@H:8]2[C@@H:13]([C:14]3[CH:19]=[CH:18][C:17]([Cl:20])=[CH:16][CH:15]=3)[NH:12][C:11](=[O:21])[CH2:10][CH2:9]2)[CH:5]=[CH:6][CH:7]=1.C([Li])CCC.Cl[CH2:28][C:29]1[NH:33][N:32]=[N:31][N:30]=1, predict the reaction product. The product is: [NH:30]1[C:29]([CH2:28][C@@H:10]2[CH2:9][C@H:8]([C:4]3[CH:5]=[CH:6][CH:7]=[C:2]([Cl:1])[CH:3]=3)[C@@H:13]([C:14]3[CH:15]=[CH:16][C:17]([Cl:20])=[CH:18][CH:19]=3)[NH:12][C:11]2=[O:21])=[N:33][N:32]=[N:31]1. (6) Given the reactants [CH3:1][N:2]1[CH2:7][CH2:6][N:5]([C:8]2[CH:15]=[CH:14][C:11]([CH2:12][NH2:13])=[CH:10][CH:9]=2)[CH2:4][CH2:3]1.[Cl:16][C:17]1[N:26]([C:27]2([C:32](OC)=[O:33])[CH2:31][CH2:30][CH2:29][CH2:28]2)[C:25](=[O:36])[C:24]2[C:19](=[CH:20][CH:21]=[CH:22][CH:23]=2)[N:18]=1, predict the reaction product. The product is: [ClH:16].[CH3:1][N:2]1[CH2:7][CH2:6][N:5]([C:8]2[CH:15]=[CH:14][C:11]([CH2:12][N:13]3[C:17]4=[N:18][C:19]5[C:24]([C:25](=[O:36])[N:26]4[C:27]4([CH2:31][CH2:30][CH2:29][CH2:28]4)[C:32]3=[O:33])=[CH:23][CH:22]=[CH:21][CH:20]=5)=[CH:10][CH:9]=2)[CH2:4][CH2:3]1. (7) Given the reactants Cl[C:2]1[N:7]=[C:6]([Cl:8])[N:5]=[CH:4][N:3]=1.[C:9]([O-])([O-])=O.[K+].[K+].C[NH:16][C:17]1[CH:22]=[CH:21][CH:20]=[C:19]([Cl:23])[CH:18]=1, predict the reaction product. The product is: [CH3:9][N:5]1[CH:4]=[N:3][C:2]([NH:16][C:17]2[CH:22]=[CH:21][CH:20]=[C:19]([Cl:23])[CH:18]=2)=[N:7][CH:6]1[Cl:8]. (8) Given the reactants [C:1]([O:5][C:6]([NH:8][C:9]1[S:10][CH:11]=[C:12]([C:14](=O)[C:15]([NH:17][C@H:18]2[C@@H:21]([CH2:22][N:23]3[CH2:27][CH2:26][O:25][C:24]3=[O:28])[N:20]([S:29]([OH:32])(=[O:31])=[O:30])[C:19]2=[O:33])=[O:16])[N:13]=1)=[O:7])([CH3:4])([CH3:3])[CH3:2].[NH2:35][O:36][C@H:37]([C:62]([O:64][CH:65]([C:72]1[CH:77]=[CH:76][CH:75]=[CH:74][CH:73]=1)[C:66]1[CH:71]=[CH:70][CH:69]=[CH:68][CH:67]=1)=[O:63])[CH2:38][O:39][C:40]1[CH:61]=[CH:60][C:43]([C:44](=[NH:59])[NH:45][CH:46]2[CH2:51][CH2:50][N:49]([C:52]([O:54][C:55]([CH3:58])([CH3:57])[CH3:56])=[O:53])[CH2:48][CH2:47]2)=[CH:42][CH:41]=1.CC(O)=O, predict the reaction product. The product is: [CH:65]([O:64][C:62](=[O:63])[C@@H:37]([O:36]/[N:35]=[C:14](/[C:12]1[N:13]=[C:9]([NH:8][C:6]([O:5][C:1]([CH3:3])([CH3:4])[CH3:2])=[O:7])[S:10][CH:11]=1)\[C:15]([NH:17][C@H:18]1[C@@H:21]([CH2:22][N:23]2[CH2:27][CH2:26][O:25][C:24]2=[O:28])[N:20]([S:29]([OH:32])(=[O:30])=[O:31])[C:19]1=[O:33])=[O:16])[CH2:38][O:39][C:40]1[CH:61]=[CH:60][C:43]([C:44](=[NH:59])[NH:45][CH:46]2[CH2:51][CH2:50][N:49]([C:52]([O:54][C:55]([CH3:56])([CH3:57])[CH3:58])=[O:53])[CH2:48][CH2:47]2)=[CH:42][CH:41]=1)([C:66]1[CH:71]=[CH:70][CH:69]=[CH:68][CH:67]=1)[C:72]1[CH:73]=[CH:74][CH:75]=[CH:76][CH:77]=1.